From a dataset of Reaction yield outcomes from USPTO patents with 853,638 reactions. Predict the reaction yield, written as a fraction of the theoretical maximum amount of product (1.0 means a 100% yield; for example, 0.34 means a 34% yield). (1) The reactants are [Cl:1][C:2]1[C:11]2[C:6](=[CH:7][CH:8]=[CH:9][C:10]=2[O:12][CH:13]2[CH2:18][CH2:17][N:16]([CH3:19])[CH2:15][CH2:14]2)[N:5]=[CH:4][N:3]=1.[F:20][C:21]1[CH:37]=[CH:36][CH:35]=[C:34]([F:38])[C:22]=1[CH2:23][O:24][C:25]1[CH:31]=[CH:30][C:28]([NH2:29])=[CH:27][C:26]=1[C:32]#[CH:33]. No catalyst specified. The product is [ClH:1].[C:32]([C:26]1[CH:27]=[C:28]([CH:30]=[CH:31][C:25]=1[O:24][CH2:23][C:22]1[C:34]([F:38])=[CH:35][CH:36]=[CH:37][C:21]=1[F:20])[NH:29][C:2]1[C:11]2[C:6](=[CH:7][CH:8]=[CH:9][C:10]=2[O:12][CH:13]2[CH2:18][CH2:17][N:16]([CH3:19])[CH2:15][CH2:14]2)[N:5]=[CH:4][N:3]=1)#[CH:33]. The yield is 0.730. (2) The reactants are [C:1]1([S:7]([N:10]2[C:14]3=[N:15][CH:16]=[C:17]([O:19][CH3:20])[CH:18]=[C:13]3[CH:12]=[C:11]2[C:21](=[O:28])[CH2:22][CH:23]2[CH2:27][CH2:26][CH2:25][CH2:24]2)(=[O:9])=[O:8])[CH:6]=[CH:5][CH:4]=[CH:3][CH:2]=1.C[Si]([N-][Si](C)(C)C)(C)C.[Li+].[C:39]1([CH3:59])[CH:44]=[CH:43][C:42]([S:45](O[S:45]([C:42]2[CH:43]=[CH:44][C:39]([CH3:59])=[CH:40][CH:41]=2)(=[O:47])=[O:46])(=[O:47])=[O:46])=[CH:41][CH:40]=1. The catalyst is O1CCCC1. The product is [C:1]1([S:7]([N:10]2[C:14]3=[N:15][CH:16]=[C:17]([O:19][CH3:20])[CH:18]=[C:13]3[CH:12]=[C:11]2[C:21]([O:28][S:45]([C:42]2[CH:43]=[CH:44][C:39]([CH3:59])=[CH:40][CH:41]=2)(=[O:47])=[O:46])=[CH:22][CH:23]2[CH2:24][CH2:25][CH2:26][CH2:27]2)(=[O:9])=[O:8])[CH:2]=[CH:3][CH:4]=[CH:5][CH:6]=1. The yield is 0.580. (3) The reactants are [NH:1]([S:8]([CH2:11][CH2:12][CH2:13][CH2:14][CH2:15][C:16]([O:18]CC)=O)(=[O:10])=[O:9])[C:2]1[CH:7]=[CH:6][CH:5]=[CH:4][CH:3]=1.Cl.[NH2:22][OH:23].C[O-].[Na+]. The catalyst is CO. The product is [NH:1]([S:8]([CH2:11][CH2:12][CH2:13][CH2:14][CH2:15][C:16]([NH:22][OH:23])=[O:18])(=[O:10])=[O:9])[C:2]1[CH:7]=[CH:6][CH:5]=[CH:4][CH:3]=1. The yield is 0.690. (4) The reactants are [Br:1][C:2]1[CH:3]=[C:4]([S:8](Cl)(=[O:10])=[O:9])[CH:5]=[CH:6][CH:7]=1.[CH2:12]([CH2:14][NH2:15])[OH:13]. No catalyst specified. The product is [Br:1][C:2]1[CH:3]=[C:4]([S:8]([NH:15][CH2:14][CH2:12][OH:13])(=[O:10])=[O:9])[CH:5]=[CH:6][CH:7]=1. The yield is 0.990. (5) The reactants are [C:1]([O:5][C:6]([NH:8][C@@H:9]1[CH2:14][CH2:13][C@@H:12]([S:15][C:16](=[O:23])[C:17]2[CH:22]=[CH:21][CH:20]=[CH:19][CH:18]=2)[C@H:11]([OH:24])[CH2:10]1)=[O:7])([CH3:4])([CH3:3])[CH3:2].CC(OI1(OC(C)=O)(OC(C)=O)OC(=O)C2C1=CC=CC=2)=O.C1(C)C=CC=CC=1.C(OCC)(=O)C. The catalyst is ClCCl. The product is [C:1]([O:5][C:6]([NH:8][CH:9]1[CH2:14][CH2:13][CH:12]([S:15][C:16](=[O:23])[C:17]2[CH:18]=[CH:19][CH:20]=[CH:21][CH:22]=2)[C:11](=[O:24])[CH2:10]1)=[O:7])([CH3:4])([CH3:2])[CH3:3]. The yield is 0.840. (6) The reactants are [C:1]([O:5][C:6]([N:8]1[CH2:11][CH:10]([C:12]2[CH:13]=[C:14]3[C:20]([C:21]([O:23][CH3:24])=[O:22])=[N:19][N:18](S(C4C=CC(C)=CC=4)(=O)=O)[C:15]3=[N:16][CH:17]=2)[CH2:9]1)=[O:7])([CH3:4])([CH3:3])[CH3:2].[OH-].[Li+]. The catalyst is O1CCCC1.CO.O. The product is [C:1]([O:5][C:6]([N:8]1[CH2:9][CH:10]([C:12]2[CH:13]=[C:14]3[C:20]([C:21]([O:23][CH3:24])=[O:22])=[N:19][NH:18][C:15]3=[N:16][CH:17]=2)[CH2:11]1)=[O:7])([CH3:4])([CH3:3])[CH3:2]. The yield is 0.356. (7) The reactants are Cl[C:2]1[N:7]=[C:6]2[S:8][C:9]([C:11]([NH:13][C:14]3[CH:19]=[C:18]([NH:20][C:21](=[O:33])[C:22]4[CH:27]=[CH:26][CH:25]=[C:24]([C:28]([C:31]#[N:32])([CH3:30])[CH3:29])[CH:23]=4)[CH:17]=[CH:16][C:15]=3[CH3:34])=[O:12])=[CH:10][C:5]2=[N:4][CH:3]=1.[CH3:35][NH2:36].CO. The catalyst is CC(O)CC. The product is [C:31]([C:28]([C:24]1[CH:23]=[C:22]([CH:27]=[CH:26][CH:25]=1)[C:21]([NH:20][C:18]1[CH:17]=[CH:16][C:15]([CH3:34])=[C:14]([NH:13][C:11]([C:9]2[S:8][C:6]3=[N:7][C:2]([NH:36][CH3:35])=[CH:3][N:4]=[C:5]3[CH:10]=2)=[O:12])[CH:19]=1)=[O:33])([CH3:30])[CH3:29])#[N:32]. The yield is 0.120. (8) The reactants are [F:1][C:2]1[CH:3]=[CH:4][C:5]([NH:8][NH2:9])=[N:6][CH:7]=1.[C:10](O)(=[O:14])[CH:11]([CH3:13])[CH3:12].C1C=C2N=NN(O)C2=CC=1.O.C(Cl)CCl.C([O-])(O)=O.[Na+]. The catalyst is C(Cl)Cl.CCOCC. The product is [F:1][C:2]1[CH:3]=[CH:4][C:5]([NH:8][NH:9][C:10](=[O:14])[CH:11]([CH3:13])[CH3:12])=[N:6][CH:7]=1. The yield is 0.460. (9) The reactants are [CH2:1]([O:3][C:4](=[O:8])[CH2:5][C:6]#[N:7])[CH3:2].[Na].[NH2:10][C:11]1[N:16]=[C:15]([C:17](=[O:20])[CH2:18]Br)[CH:14]=[CH:13][N:12]=1.C(N(C(C)C)CC)(C)C. The catalyst is CCO.C1COCC1. The product is [CH2:1]([O:3][C:4](=[O:8])[CH:5]([C:6]#[N:7])[CH2:18][C:17]([C:15]1[CH:14]=[CH:13][N:12]=[C:11]([NH2:10])[N:16]=1)=[O:20])[CH3:2]. The yield is 0.370. (10) The reactants are [Cl:1][C:2]1[CH:7]=[C:6](I)[C:5]([Cl:9])=[CH:4][N:3]=1.[NH2:10][C:11]1[CH:21]=[CH:20][CH:19]=[CH:18][C:12]=1[C:13]([NH:15][O:16][CH3:17])=[O:14].[O-]P([O-])([O-])=O.[K+].[K+].[K+]. The catalyst is O1CCOCC1.CC([O-])=O.CC([O-])=O.[Pd+2].C1C=CC(P(C2C(OC3C(P(C4C=CC=CC=4)C4C=CC=CC=4)=CC=CC=3)=CC=CC=2)C2C=CC=CC=2)=CC=1. The product is [Cl:1][C:2]1[CH:7]=[C:6]([NH:10][C:11]2[CH:21]=[CH:20][CH:19]=[CH:18][C:12]=2[C:13]([NH:15][O:16][CH3:17])=[O:14])[C:5]([Cl:9])=[CH:4][N:3]=1. The yield is 0.530.